This data is from Forward reaction prediction with 1.9M reactions from USPTO patents (1976-2016). The task is: Predict the product of the given reaction. (1) The product is: [CH:17]1([C:2]2[C:3](=[O:16])[N:4]([C:9]3[CH:14]=[CH:13][C:12]([F:15])=[CH:11][CH:10]=3)[N:5]([CH3:8])[C:6]=2[CH3:7])[CH2:19][CH2:18]1. Given the reactants Br[C:2]1[C:3](=[O:16])[N:4]([C:9]2[CH:14]=[CH:13][C:12]([F:15])=[CH:11][CH:10]=2)[N:5]([CH3:8])[C:6]=1[CH3:7].[CH:17]1(B(O)O)[CH2:19][CH2:18]1.P([O-])([O-])([O-])=O.[K+].[K+].[K+].C1(P(C2CCCCC2)C2CCCCC2)CCCCC1, predict the reaction product. (2) Given the reactants C1(N[CH:8]=[N:9][C:10]2[CH:15]=[CH:14][CH:13]=[CH:12][CH:11]=2)C=CC=CC=1.NC1C=CC=CC=1.C(OCC)(OCC)[O:24][CH2:25][CH3:26], predict the reaction product. The product is: [C:10]1([N:9]=[CH:8][O:24][CH2:25][CH3:26])[CH:11]=[CH:12][CH:13]=[CH:14][CH:15]=1. (3) Given the reactants Cl[C:2]1[CH:7]=[CH:6][N:5]2[N:8]=[CH:9][CH:10]=[C:4]2[N:3]=1.[CH2:11]([NH2:15])[CH2:12][CH2:13][CH3:14], predict the reaction product. The product is: [CH2:11]([NH:15][C:2]1[CH:7]=[CH:6][N:5]2[N:8]=[CH:9][CH:10]=[C:4]2[N:3]=1)[CH2:12][CH2:13][CH3:14]. (4) Given the reactants [NH:1]1C2C(=CC(C#N)=CC=2)C=[CH:2]1.[C:12]([C:15]1[C:23]2[C:18](=[CH:19][CH:20]=[C:21](OC(F)(F)F)[CH:22]=2)[N:17]([CH2:29][C:30]([OH:32])=[O:31])[CH:16]=1)(=[O:14])[CH3:13], predict the reaction product. The product is: [C:12]([C:15]1[C:23]2[C:18](=[CH:19][CH:20]=[C:21]([C:2]#[N:1])[CH:22]=2)[N:17]([CH2:29][C:30]([OH:32])=[O:31])[CH:16]=1)(=[O:14])[CH3:13]. (5) Given the reactants [Li+].[OH-].[CH3:3][C:4]1[C:13]2[C:8](=[CH:9][C:10]([C:14]([F:17])([F:16])[F:15])=[CH:11][CH:12]=2)[NH:7][C:6](=[O:18])[C:5]=1[C:19]([O:21]CC)=[O:20], predict the reaction product. The product is: [CH3:3][C:4]1[C:13]2[C:8](=[CH:9][C:10]([C:14]([F:16])([F:17])[F:15])=[CH:11][CH:12]=2)[NH:7][C:6](=[O:18])[C:5]=1[C:19]([OH:21])=[O:20]. (6) Given the reactants [F:1][CH:2]1[CH:7]([OH:8])[CH2:6][CH2:5][N:4]([C:9]([O:11][C:12]([CH3:15])([CH3:14])[CH3:13])=[O:10])[CH2:3]1.[H-].[Na+].Cl[C:19]1[N:24]=[CH:23][N:22]=[C:21]([N:25]2[C:33]3[C:28](=[N:29][CH:30]=[CH:31][CH:32]=3)[CH2:27][CH2:26]2)[C:20]=1[CH3:34], predict the reaction product. The product is: [N:25]1([C:21]2[N:22]=[CH:23][N:24]=[C:19]([O:8][C@H:7]3[CH2:6][CH2:5][N:4]([C:9]([O:11][C:12]([CH3:15])([CH3:14])[CH3:13])=[O:10])[CH2:3][C@H:2]3[F:1])[C:20]=2[CH3:34])[C:33]2[C:28](=[N:29][CH:30]=[CH:31][CH:32]=2)[CH2:27][CH2:26]1.